From a dataset of Catalyst prediction with 721,799 reactions and 888 catalyst types from USPTO. Predict which catalyst facilitates the given reaction. (1) Reactant: [CH3:1][CH:2]1[CH:11]([CH3:12])[CH2:10][CH:9]2[C:4]([CH3:13])([CH2:5][CH:6]=[CH:7][CH2:8]2)[C:3]1=[O:14]. Product: [CH3:1][CH:2]1[CH:11]([CH3:12])[CH2:10][CH:9]2[C:4]([CH3:13])([CH2:5][CH2:6][CH2:7][CH2:8]2)[C:3]1=[O:14]. The catalyst class is: 78. (2) Reactant: [N:1]([CH:4]1[CH2:17][C:6]2([CH2:9][N:8]([C:10]([O:12][C:13]([CH3:16])([CH3:15])[CH3:14])=[O:11])[CH2:7]2)[CH2:5]1)=[N+]=[N-]. Product: [NH2:1][CH:4]1[CH2:5][C:6]2([CH2:9][N:8]([C:10]([O:12][C:13]([CH3:15])([CH3:14])[CH3:16])=[O:11])[CH2:7]2)[CH2:17]1. The catalyst class is: 19.